Regression/Classification. Given a drug SMILES string, predict its absorption, distribution, metabolism, or excretion properties. Task type varies by dataset: regression for continuous measurements (e.g., permeability, clearance, half-life) or binary classification for categorical outcomes (e.g., BBB penetration, CYP inhibition). Dataset: hlm. From a dataset of Human liver microsome stability data. (1) The drug is CCOc1cc(NC(=O)C2(NC(=O)c3ccc4c(C5CCCC5)c(-c5ncc(Cl)cn5)n(C)c4c3)CCC2)ccc1C=CC(=O)OCCOc1ccccc1. The result is 0 (unstable in human liver microsomes). (2) The compound is O=C(Nc1ccc(-c2cn[nH]c2)cc1)NC(CO)c1ccccc1. The result is 0 (unstable in human liver microsomes). (3) The compound is Cc1oc(-c2ccccc2)nc1CN1CCC[C@@H](C(=O)NCc2cccc(N)n2)C1. The result is 1 (stable in human liver microsomes). (4) The compound is CNC(=O)[C@@]12C[C@@H]1[C@@H](n1cnc3c(NC)nc(C#Cc4ccco4)nc31)[C@H](O)[C@@H]2O. The result is 0 (unstable in human liver microsomes). (5) The molecule is COC(=O)Nc1ccc2c(c1)NC(=O)[C@H](C)CCC[C@H](NC(=O)C=Cc1cc(Cl)ccc1-n1cnnn1)c1cc-2ccn1. The result is 0 (unstable in human liver microsomes). (6) The molecule is CCc1nc(N)nc(N)c1-c1ccc2c(c1)N(CCCOC(F)(F)F)C(=O)C(C)(c1cc(F)cc(F)c1)O2. The result is 0 (unstable in human liver microsomes). (7) The drug is c1ccc(CN2CCC(n3nnc4cnc5[nH]ccc5c43)CC2)cc1. The result is 1 (stable in human liver microsomes). (8) The compound is C[C@H](NC(=O)c1cc2c(=O)n3ccccc3nc2n(Cc2ccccc2)c1=N)c1ccccc1. The result is 1 (stable in human liver microsomes).